Dataset: Catalyst prediction with 721,799 reactions and 888 catalyst types from USPTO. Task: Predict which catalyst facilitates the given reaction. (1) Reactant: [Br:1][C:2]1[C:3]([F:13])=[C:4]2[C:9](=[CH:10][CH:11]=1)[N:8]=[C:7](O)[N:6]=[CH:5]2.O=P(Cl)(Cl)[Cl:16]. Product: [Br:1][C:2]1[C:3]([F:13])=[C:4]2[C:9](=[CH:10][CH:11]=1)[N:8]=[C:7]([Cl:16])[N:6]=[CH:5]2. The catalyst class is: 6. (2) Reactant: [NH2:1][C:2]1[CH:14]=[C:13]([C:15]2[CH:20]=[CH:19][CH:18]=[CH:17][CH:16]=2)[CH:12]=[CH:11][C:3]=1[C:4]([O:6][C:7]([CH3:10])([CH3:9])[CH3:8])=[O:5].C1(P(C2CCCCC2)C2C=CC=CC=2C2C(C(C)C)=CC(C(C)C)=CC=2C(C)C)CCCCC1.C(=O)([O-])[O-].[Cs+].[Cs+].Br[C:62]1[CH:63]=[CH:64][C:65]2[O:69][CH:68]=[CH:67][C:66]=2[CH:70]=1. Product: [O:69]1[C:65]2[CH:64]=[CH:63][C:62]([NH:1][C:2]3[CH:14]=[C:13]([C:15]4[CH:16]=[CH:17][CH:18]=[CH:19][CH:20]=4)[CH:12]=[CH:11][C:3]=3[C:4]([O:6][C:7]([CH3:10])([CH3:9])[CH3:8])=[O:5])=[CH:70][C:66]=2[CH:67]=[CH:68]1. The catalyst class is: 187. (3) Reactant: [F:1][C:2]1[CH:12]=[CH:11][C:10]([F:13])=[C:4]2[C:5]([O:7][C:8](=[O:9])[C:3]=12)=O.[Br:14][C:15]1[CH:16]=[C:17]([CH2:21]C(O)=O)[CH:18]=[CH:19][CH:20]=1.C([O-])(=O)C.[Na+]. Product: [Br:14][C:15]1[CH:16]=[C:17]([CH:18]=[CH:19][CH:20]=1)[CH:21]=[C:5]1[C:4]2[C:3](=[C:2]([F:1])[CH:12]=[CH:11][C:10]=2[F:13])[C:8](=[O:9])[O:7]1. The catalyst class is: 8. (4) Reactant: [OH-].[NH4+:2].Cl([O-])(=O)(=O)=O.[F:8][C:9]1[CH:10]=[CH:11][C:12]2[C:13]3[C:14]4[C:26](=[O:27])[CH2:25][C:24]([CH3:29])([CH3:28])[CH2:23][C:15]=4[O+]=[C:17]([CH3:22])[C:18]=3[NH:19][C:20]=2[CH:21]=1.O. Product: [F:8][C:9]1[CH:10]=[CH:11][C:12]2[C:13]3[C:14]4[C:26](=[O:27])[CH2:25][C:24]([CH3:28])([CH3:29])[CH2:23][C:15]=4[N:2]=[C:17]([CH3:22])[C:18]=3[NH:19][C:20]=2[CH:21]=1. The catalyst class is: 32. (5) Reactant: [NH2:1][OH:2].[CH:3]1([C:6]#[C:7][C:8]#[C:9][C:10]2[CH:27]=[CH:26][C:13]([C:14]([NH:16][CH:17]([C:22]3([OH:25])[CH2:24][CH2:23]3)[C:18](OC)=[O:19])=[O:15])=[CH:12][CH:11]=2)[CH2:5][CH2:4]1. Product: [CH:3]1([C:6]#[C:7][C:8]#[C:9][C:10]2[CH:27]=[CH:26][C:13]([C:14]([NH:16][CH:17]([C:22]3([OH:25])[CH2:24][CH2:23]3)[C:18]([NH:1][OH:2])=[O:19])=[O:15])=[CH:12][CH:11]=2)[CH2:5][CH2:4]1. The catalyst class is: 32. (6) Reactant: [NH2:1][C:2]1[CH:14]=[C:13]2[C:5]([C:6]3[C:7]([C:18]4[CH:23]=[CH:22][CH:21]=[CH:20][C:19]=4[F:24])=[CH:8][CH:9]=[C:10]([C:15]([NH2:17])=[O:16])[C:11]=3[NH:12]2)=[CH:4][CH:3]=1.[CH:25]([S:27]([CH:30]=[CH2:31])(=[O:29])=[O:28])=[CH2:26]. Product: [F:24][C:19]1[CH:20]=[CH:21][CH:22]=[CH:23][C:18]=1[C:7]1[C:6]2[C:5]3[C:13](=[CH:14][C:2]([N:1]4[CH2:31][CH2:30][S:27](=[O:29])(=[O:28])[CH2:25][CH2:26]4)=[CH:3][CH:4]=3)[NH:12][C:11]=2[C:10]([C:15]([NH2:17])=[O:16])=[CH:9][CH:8]=1. The catalyst class is: 41. (7) Reactant: [N:1]1[C:10]2[CH2:9][CH2:8][CH2:7][CH:6]([NH2:11])[C:5]=2[N:4]=[CH:3][CH:2]=1.[O:12]=[C:13]1[C:21]2[C:16](=[CH:17][CH:18]=[CH:19][CH:20]=2)[C:15](=[O:22])[N:14]1[CH2:23][CH2:24][CH2:25][CH:26]=O.C(O[BH-](OC(=O)C)OC(=O)C)(=O)C.[Na+]. Product: [N:1]1[C:10]2[CH2:9][CH2:8][CH2:7][CH:6]([NH:11][CH2:26][CH2:25][CH2:24][CH2:23][N:14]3[C:15](=[O:22])[C:16]4[C:21](=[CH:20][CH:19]=[CH:18][CH:17]=4)[C:13]3=[O:12])[C:5]=2[N:4]=[CH:3][CH:2]=1. The catalyst class is: 389.